Task: Predict the reactants needed to synthesize the given product.. Dataset: Full USPTO retrosynthesis dataset with 1.9M reactions from patents (1976-2016) Given the product [C:17]([O:16][C:14]([NH:1][C@H:2]([C:4]1[CH:12]=[CH:11][C:7]([C:8]([OH:10])=[O:9])=[C:6]([F:13])[CH:5]=1)[CH3:3])=[O:15])([CH3:20])([CH3:19])[CH3:18], predict the reactants needed to synthesize it. The reactants are: [NH2:1][C@H:2]([C:4]1[CH:12]=[CH:11][C:7]([C:8]([OH:10])=[O:9])=[C:6]([F:13])[CH:5]=1)[CH3:3].[C:14](O[C:14]([O:16][C:17]([CH3:20])([CH3:19])[CH3:18])=[O:15])([O:16][C:17]([CH3:20])([CH3:19])[CH3:18])=[O:15].C(=O)([O-])[O-].[Na+].[Na+].